Dataset: Catalyst prediction with 721,799 reactions and 888 catalyst types from USPTO. Task: Predict which catalyst facilitates the given reaction. (1) Reactant: B.C1COCC1.[Cl:7][C:8]1[CH:13]=[C:12]([Cl:14])[N:11]=[CH:10][C:9]=1[C:15](O)=[O:16]. Product: [Cl:7][C:8]1[CH:13]=[C:12]([Cl:14])[N:11]=[CH:10][C:9]=1[CH2:15][OH:16]. The catalyst class is: 7. (2) Reactant: [Cl:1][C:2]1[CH:11]=[C:10]2[C:5]([CH:6]=[CH:7][C:8]([CH:12]=[CH:13][C:14]3[CH:15]=[C:16]([C@@H:20]([OH:33])[CH2:21][CH2:22][C:23]4[CH:28]=[CH:27][CH:26]=[CH:25][C:24]=4[C:29]([OH:32])([CH3:31])[CH3:30])[CH:17]=[CH:18][CH:19]=3)=[N:9]2)=[CH:4][CH:3]=1.C(N(CC)CC)C.[C:41](OC(=O)C)(=[O:43])[CH3:42]. Product: [C:41]([O:33][C@H:20]([C:16]1[CH:17]=[CH:18][CH:19]=[C:14](/[CH:13]=[CH:12]/[C:8]2[CH:7]=[CH:6][C:5]3[C:10](=[CH:11][C:2]([Cl:1])=[CH:3][CH:4]=3)[N:9]=2)[CH:15]=1)[CH2:21][CH2:22][C:23]1[CH:28]=[CH:27][CH:26]=[CH:25][C:24]=1[C:29]([OH:32])([CH3:31])[CH3:30])(=[O:43])[CH3:42]. The catalyst class is: 4. (3) Reactant: [CH:1]1[CH:6]=[N:5][CH:4]=[C:3]([CH2:7][C:8]([P:14]([OH:17])([OH:16])=[O:15])([P:10]([OH:13])([OH:12])=[O:11])[OH:9])[CH:2]=1.C([O-])([O-])=O.[Na+:22].[Na+]. Product: [CH:1]1[CH:6]=[N:5][CH:4]=[C:3]([CH2:7][C:8]([P:10]([O-:12])([OH:13])=[O:11])([P:14]([OH:17])([OH:16])=[O:15])[OH:9])[CH:2]=1.[Na+:22]. The catalyst class is: 6. (4) Reactant: [O:1]=[C:2]1[NH:7][C:6]2[CH:8]=[C:9]([C:11]3[CH:16]=[CH:15][CH:14]=[CH:13][CH:12]=3)[S:10][C:5]=2[C:4](=[O:17])[N:3]1[CH:18]1[CH2:23][CH2:22][N:21]([C:24]([O:26][C:27]([CH3:30])([CH3:29])[CH3:28])=[O:25])[CH2:20][CH2:19]1.Cl[CH2:32][C:33]1[O:34][C:35]([CH2:38][CH3:39])=[N:36][N:37]=1.C(=O)([O-])[O-].[K+].[K+]. Product: [CH2:38]([C:35]1[O:34][C:33]([CH2:32][N:7]2[C:6]3[CH:8]=[C:9]([C:11]4[CH:16]=[CH:15][CH:14]=[CH:13][CH:12]=4)[S:10][C:5]=3[C:4](=[O:17])[N:3]([CH:18]3[CH2:23][CH2:22][N:21]([C:24]([O:26][C:27]([CH3:30])([CH3:29])[CH3:28])=[O:25])[CH2:20][CH2:19]3)[C:2]2=[O:1])=[N:37][N:36]=1)[CH3:39]. The catalyst class is: 3. (5) Reactant: [CH3:1][O:2][C:3]1[CH:8]=[C:7]([C:9]([F:12])([F:11])[F:10])[CH:6]=[CH:5][C:4]=1B(O)O.Cl.Br[C:18]1[CH:23]=[CH:22][N:21]=[CH:20][C:19]=1[CH3:24].C([O-])(O)=O.[Na+].O. Product: [CH3:1][O:2][C:3]1[CH:8]=[C:7]([C:9]([F:12])([F:11])[F:10])[CH:6]=[CH:5][C:4]=1[C:18]1[CH:23]=[CH:22][N:21]=[CH:20][C:19]=1[CH3:24]. The catalyst class is: 837.